From a dataset of Full USPTO retrosynthesis dataset with 1.9M reactions from patents (1976-2016). Predict the reactants needed to synthesize the given product. (1) Given the product [Cl:8][C:7]1[C:2]([C:44]2[CH:43]=[CH:42][CH:41]=[C:40]([CH:38]=[O:39])[CH:45]=2)=[CH:3][C:4]([CH2:9][NH:10][C:11](=[O:37])[CH2:12][C:13]([NH:15][CH2:16][C:17]2[C:18]([NH:30][CH:31]3[CH2:36][CH2:35][O:34][CH2:33][CH2:32]3)=[C:19]3[CH:27]=[N:26][N:25]([CH2:28][CH3:29])[C:20]3=[N:21][C:22]=2[CH2:23][CH3:24])=[O:14])=[CH:5][CH:6]=1, predict the reactants needed to synthesize it. The reactants are: Br[C:2]1[CH:3]=[C:4]([CH2:9][NH:10][C:11](=[O:37])[CH2:12][C:13]([NH:15][CH2:16][C:17]2[C:18]([NH:30][CH:31]3[CH2:36][CH2:35][O:34][CH2:33][CH2:32]3)=[C:19]3[CH:27]=[N:26][N:25]([CH2:28][CH3:29])[C:20]3=[N:21][C:22]=2[CH2:23][CH3:24])=[O:14])[CH:5]=[CH:6][C:7]=1[Cl:8].[CH:38]([C:40]1[CH:41]=[C:42](B(O)O)[CH:43]=[CH:44][CH:45]=1)=[O:39].C(=O)([O-])[O-].[Na+].[Na+]. (2) Given the product [NH:2]([C:6]1[CH:14]=[CH:13][C:9]([C:10]([O:15][C:16]2[CH:21]=[CH:20][CH:19]=[C:18]([C:22]3[CH2:26][C:25]([CH2:27][C:28]([O:30][C:31]([CH3:34])([CH3:33])[CH3:32])=[O:29])([CH2:35][C:36](=[O:37])[O:38][C:39]([CH3:42])([CH3:40])[CH3:41])[O:24][N:23]=3)[CH:17]=2)=[O:11])=[CH:8][CH:7]=1)[C:3]([NH2:5])=[NH:4], predict the reactants needed to synthesize it. The reactants are: Cl.[NH:2]([C:6]1[CH:14]=[CH:13][C:9]([C:10](Cl)=[O:11])=[CH:8][CH:7]=1)[C:3]([NH2:5])=[NH:4].[OH:15][C:16]1[CH:17]=[C:18]([C:22]2[CH2:26][C:25]([CH2:35][C:36]([O:38][C:39]([CH3:42])([CH3:41])[CH3:40])=[O:37])([CH2:27][C:28]([O:30][C:31]([CH3:34])([CH3:33])[CH3:32])=[O:29])[O:24][N:23]=2)[CH:19]=[CH:20][CH:21]=1.N1C=CC=CC=1.CN1C(=O)CCC1.